This data is from Catalyst prediction with 721,799 reactions and 888 catalyst types from USPTO. The task is: Predict which catalyst facilitates the given reaction. Reactant: Cl[C:2]1[C:3]2[C:4](=[CH:13][N:14](CC3C=CC(OC)=CC=3)[N:15]=2)[N:5]=[C:6]([C:8]2[CH:12]=[CH:11][S:10][CH:9]=2)[N:7]=1.C(OC(=O)[NH:31][C@H:32]1[CH2:37][CH2:36][CH2:35][CH2:34][C@H:33]1[NH2:38])(C)(C)C.Cl. Product: [S:10]1[CH:11]=[CH:12][C:8]([C:6]2[N:7]=[C:2]([NH:31][C@H:32]3[CH2:37][CH2:36][CH2:35][CH2:34][C@H:33]3[NH2:38])[C:3]3[NH:15][N:14]=[CH:13][C:4]=3[N:5]=2)=[CH:9]1. The catalyst class is: 71.